Predict the product of the given reaction. From a dataset of Forward reaction prediction with 1.9M reactions from USPTO patents (1976-2016). Given the reactants [C:1]([O:5][C:6]([NH:8][C:9]1([C:15]([OH:17])=O)[CH2:14][CH2:13][O:12][CH2:11][CH2:10]1)=[O:7])([CH3:4])([CH3:3])[CH3:2].[C:18]([NH:22][S:23]([C:26]1[C:27]([C:32]2[CH:37]=[CH:36][C:35]([NH2:38])=[C:34]([F:39])[CH:33]=2)=[CH:28][CH:29]=[CH:30][CH:31]=1)(=[O:25])=[O:24])([CH3:21])([CH3:20])[CH3:19].CCOC1N(C(OCC)=O)C2C(=CC=CC=2)C=C1.C(N(CC)CC)C, predict the reaction product. The product is: [C:1]([O:5][C:6](=[O:7])[NH:8][C:9]1([C:15](=[O:17])[NH:38][C:35]2[CH:36]=[CH:37][C:32]([C:27]3[CH:28]=[CH:29][CH:30]=[CH:31][C:26]=3[S:23](=[O:25])(=[O:24])[NH:22][C:18]([CH3:19])([CH3:20])[CH3:21])=[CH:33][C:34]=2[F:39])[CH2:10][CH2:11][O:12][CH2:13][CH2:14]1)([CH3:2])([CH3:3])[CH3:4].